Predict which catalyst facilitates the given reaction. From a dataset of Catalyst prediction with 721,799 reactions and 888 catalyst types from USPTO. (1) Reactant: [OH-].[Na+].[C:3]1(=[O:8])[CH2:7][CH2:6][CH2:5][CH2:4]1.[CH:9](=O)[CH2:10][CH:11]([CH3:13])[CH3:12].C(O)(=O)C. Product: [CH3:12][CH:11]([CH3:13])[CH2:10][CH:9]=[C:4]1[CH2:5][CH2:6][CH2:7][C:3]1=[O:8]. The catalyst class is: 6. (2) Product: [N:15]1[CH:16]=[CH:17][N:18]=[CH:19][C:14]=1[C:6]1[CH:5]=[C:4]([CH:9]=[CH:8][CH:7]=1)[C:1]([OH:3])=[O:2]. Reactant: [C:1]([C:4]1[CH:5]=[C:6](B(O)O)[CH:7]=[CH:8][CH:9]=1)([OH:3])=[O:2].Cl[C:14]1[CH:19]=[N:18][CH:17]=[CH:16][N:15]=1.C(=O)([O-])[O-].[Na+].[Na+].Cl. The catalyst class is: 790. (3) Reactant: [Br:1][C:2]1[CH:9]=[CH:8][C:5]([CH:6]=O)=[C:4](F)[CH:3]=1.[F:11][C:12]1[CH:19]=[CH:18][C:15]([CH2:16][SH:17])=[CH:14][CH:13]=1.C(=O)([O-])[O-].[K+].[K+]. Product: [Br:1][C:2]1[CH:9]=[CH:8][C:5]2[CH:6]=[C:16]([C:15]3[CH:18]=[CH:19][C:12]([F:11])=[CH:13][CH:14]=3)[S:17][C:4]=2[CH:3]=1. The catalyst class is: 35. (4) Reactant: C[O:2][C:3]1[CH:12]=[C:11]([O:13]C)[CH:10]=[C:9]2[C:4]=1[C:5](=[S:23])[N:6]([C:15]1[CH:20]=[CH:19][C:18]([O:21]C)=[CH:17][CH:16]=1)[CH:7]=[N:8]2.B(Br)(Br)Br.Cl.N1C=CC=CC=1.C([O-])(O)=O.[Na+]. Product: [OH:2][C:3]1[CH:12]=[C:11]([OH:13])[CH:10]=[C:9]2[C:4]=1[C:5](=[S:23])[N:6]([C:15]1[CH:16]=[CH:17][C:18]([OH:21])=[CH:19][CH:20]=1)[CH:7]=[N:8]2. The catalyst class is: 61. (5) Reactant: C([O:8][C:9]1[CH:10]=[C:11]([C:19]2[O:20][CH:21]=[C:22]([CH2:24][CH2:25][C:26]([C:28]3[CH:33]=[CH:32][CH:31]=[CH:30][C:29]=3[O:34][CH2:35][CH3:36])=[O:27])[N:23]=2)[CH:12]=[CH:13][C:14]=1[O:15][CH:16]([F:18])[F:17])C1C=CC=CC=1. Product: [F:18][CH:16]([F:17])[O:15][C:14]1[CH:13]=[CH:12][C:11]([C:19]2[O:20][CH:21]=[C:22]([CH2:24][CH2:25][C:26]([C:28]3[CH:33]=[CH:32][CH:31]=[CH:30][C:29]=3[O:34][CH2:35][CH3:36])=[O:27])[N:23]=2)=[CH:10][C:9]=1[OH:8]. The catalyst class is: 178. (6) Reactant: [Br:1][C:2]1[N:7]=[C:6]([S:8][C:9]2[N:13]([C:14]3[CH:19]=[CH:18][CH:17]=[CH:16][C:15]=3[Cl:20])[N:12]=[C:11]([C:21]([O:23]CC)=O)[CH:10]=2)[CH:5]=[CH:4][CH:3]=1.[CH3:26][NH2:27].CO. Product: [Br:1][C:2]1[N:7]=[C:6]([S:8][C:9]2[N:13]([C:14]3[CH:19]=[CH:18][CH:17]=[CH:16][C:15]=3[Cl:20])[N:12]=[C:11]([C:21]([NH:27][CH3:26])=[O:23])[CH:10]=2)[CH:5]=[CH:4][CH:3]=1. The catalyst class is: 5.